From a dataset of Reaction yield outcomes from USPTO patents with 853,638 reactions. Predict the reaction yield, written as a fraction of the theoretical maximum amount of product (1.0 means a 100% yield; for example, 0.34 means a 34% yield). (1) The reactants are [CH2:1]([O:8][C:9]1[C:18]2[C:13](=[CH:14][CH:15]=[C:16]([Br:19])[CH:17]=2)[N:12]=[C:11](Cl)[N:10]=1)[C:2]1[CH:7]=[CH:6][CH:5]=[CH:4][CH:3]=1.[S:21]1[C:27]2[CH:28]=[CH:29][CH:30]=[CH:31][C:26]=2[CH2:25][NH:24][CH2:23][CH2:22]1. No catalyst specified. The product is [CH2:1]([O:8][C:9]1[C:18]2[C:13](=[CH:14][CH:15]=[C:16]([Br:19])[CH:17]=2)[N:12]=[C:11]([N:24]2[CH2:25][C:26]3[CH:31]=[CH:30][CH:29]=[CH:28][C:27]=3[S:21][CH2:22][CH2:23]2)[N:10]=1)[C:2]1[CH:7]=[CH:6][CH:5]=[CH:4][CH:3]=1. The yield is 0.627. (2) The reactants are [CH3:1][O:2][C:3](=[O:12])[C:4]1[CH:9]=[CH:8][C:7]([Cl:10])=[C:6]([NH2:11])[CH:5]=1.C(N(CC)CC)C.[CH2:20]([O:27][CH2:28][C:29](Cl)=[O:30])[C:21]1[CH:26]=[CH:25][CH:24]=[CH:23][CH:22]=1. The catalyst is C(Cl)Cl. The product is [CH3:1][O:2][C:3](=[O:12])[C:4]1[CH:9]=[CH:8][C:7]([Cl:10])=[C:6]([NH:11][C:29](=[O:30])[CH2:28][O:27][CH2:20][C:21]2[CH:26]=[CH:25][CH:24]=[CH:23][CH:22]=2)[CH:5]=1. The yield is 0.310. (3) The reactants are [CH3:1][O:2][C:3]1[S:7][N:6]=[C:5]([NH2:8])[N:4]=1.[O:9]1[C:13]2[CH:14]=[CH:15][C:16]([C:18]3[S:19][CH:20]=[C:21]([C:23](O)=[O:24])[N:22]=3)=[CH:17][C:12]=2[CH2:11][CH2:10]1.CN(C(ON1N=NC2C=CC=CC1=2)=[N+](C)C)C.F[P-](F)(F)(F)(F)F.CCN(C(C)C)C(C)C. The catalyst is C(Cl)Cl. The product is [O:9]1[C:13]2[CH:14]=[CH:15][C:16]([C:18]3[S:19][CH:20]=[C:21]([C:23]([NH:8][C:5]4[N:4]=[C:3]([O:2][CH3:1])[S:7][N:6]=4)=[O:24])[N:22]=3)=[CH:17][C:12]=2[CH2:11][CH2:10]1. The yield is 0.380. (4) The reactants are [Br:1][C:2]1[CH:3]=[CH:4]C(F)=[C:6]([CH:9]=1)C#N.[CH3:11][O:12][C:13]1[CH:20]=[CH:19][C:16]([CH2:17][NH2:18])=[CH:15][CH:14]=1.C([N:23]([CH2:26][CH3:27])CC)C. The catalyst is CS(C)=O. The product is [Br:1][C:2]1[CH:3]=[CH:4][C:27]([C:26]#[N:23])=[C:6]([NH:18][CH2:17][C:16]2[CH:19]=[CH:20][C:13]([O:12][CH3:11])=[CH:14][CH:15]=2)[CH:9]=1. The yield is 0.810.